Dataset: PAMPA (Parallel Artificial Membrane Permeability Assay) permeability data from NCATS. Task: Regression/Classification. Given a drug SMILES string, predict its absorption, distribution, metabolism, or excretion properties. Task type varies by dataset: regression for continuous measurements (e.g., permeability, clearance, half-life) or binary classification for categorical outcomes (e.g., BBB penetration, CYP inhibition). Dataset: pampa_ncats. The compound is C1CN(CCC1CCCCNC(=O)C=CC2=CN=CC=C2)C(=O)C3=CC=CC=C3. The result is 1 (high permeability).